Dataset: Forward reaction prediction with 1.9M reactions from USPTO patents (1976-2016). Task: Predict the product of the given reaction. (1) Given the reactants O[CH:2]1[CH2:7][CH2:6][N:5]([C:8]([O:10][C:11]([CH3:14])([CH3:13])[CH3:12])=[O:9])[CH2:4][CH2:3]1.[CH3:15][S:16]([O:19][C:20]1[CH:25]=[CH:24][C:23](I)=[CH:22][CH:21]=1)(=[O:18])=[O:17], predict the reaction product. The product is: [CH3:15][S:16]([O:19][C:20]1[CH:21]=[CH:22][C:23]([CH:2]2[CH2:7][CH2:6][N:5]([C:8]([O:10][C:11]([CH3:14])([CH3:13])[CH3:12])=[O:9])[CH2:4][CH2:3]2)=[CH:24][CH:25]=1)(=[O:18])=[O:17]. (2) Given the reactants [CH2:1]([O:8][CH2:9][CH:10]([NH:13][C:14](=[O:23])[O:15][CH2:16][C:17]1C=CC=CC=1)C=C)[C:2]1[CH:7]=[CH:6][CH:5]=[CH:4][CH:3]=1.[I:24]I, predict the reaction product. The product is: [CH2:1]([O:8][CH2:9][CH:10]1[CH:16]([CH2:17][I:24])[O:15][C:14](=[O:23])[NH:13]1)[C:2]1[CH:3]=[CH:4][CH:5]=[CH:6][CH:7]=1. (3) Given the reactants CON(C)[C:4]([C@@H:6]1[CH2:10][C:9](=[O:11])[N:8]([C@@H:12]([C:14]2[CH:19]=[CH:18][C:17]([O:20][CH3:21])=[CH:16][CH:15]=2)[CH3:13])[CH2:7]1)=[O:5].Br[Mg][CH2:25][CH3:26], predict the reaction product. The product is: [CH3:21][O:20][C:17]1[CH:16]=[CH:15][C:14]([C@H:12]([N:8]2[CH2:7][C@H:6]([C:4](=[O:5])[CH2:25][CH3:26])[CH2:10][C:9]2=[O:11])[CH3:13])=[CH:19][CH:18]=1. (4) Given the reactants [C:1]([C:5]1[CH:6]=[C:7]([CH:9]=[CH:10][CH:11]=1)[NH2:8])([CH3:4])([CH3:3])[CH3:2].[N-]=[C:13]=[O:14], predict the reaction product. The product is: [C:1]([C:5]1[CH:11]=[CH:10][CH:9]=[C:7]([N:8]=[C:13]=[O:14])[CH:6]=1)([CH3:4])([CH3:2])[CH3:3].